This data is from Forward reaction prediction with 1.9M reactions from USPTO patents (1976-2016). The task is: Predict the product of the given reaction. (1) Given the reactants [C:1](/[N:3]=[C:4](\OC1C=CC=CC=1)/[NH:5][C:6]1[CH:7]=[CH:8][C:9]2[O:13][C:12]([CH2:14][N:15]3[CH2:19][CH2:18][CH2:17][CH2:16]3)=[N:11][C:10]=2[CH:20]=1)#[N:2].[NH:28]([C:30]1[C:39]2[C:34](=[CH:35][CH:36]=[CH:37][CH:38]=2)[CH:33]=[CH:32][N:31]=1)[NH2:29], predict the reaction product. The product is: [C:30]1([N:28]2[C:1]([NH2:2])=[N:3][C:4]([NH:5][C:6]3[CH:7]=[CH:8][C:9]4[O:13][C:12]([CH2:14][N:15]5[CH2:16][CH2:17][CH2:18][CH2:19]5)=[N:11][C:10]=4[CH:20]=3)=[N:29]2)[C:39]2[C:34](=[CH:35][CH:36]=[CH:37][CH:38]=2)[CH:33]=[CH:32][N:31]=1. (2) Given the reactants C([O:3][C:4](=O)[CH2:5][NH:6][C@@H:7]([C:29]([CH3:32])([CH3:31])[CH3:30])[C:8]([N:10]1[CH2:14][C:13]([C:15]2[CH:20]=[C:19]([F:21])[CH:18]=[CH:17][C:16]=2[F:22])=[CH:12][C@H:11]1[C:23]1[CH:28]=[CH:27][CH:26]=[CH:25][CH:24]=1)=[O:9])C.[CH2:34]([NH2:36])[CH3:35], predict the reaction product. The product is: [C:29]([C@H:7]([NH:6][CH2:5][C:4]([NH:36][CH2:34][CH3:35])=[O:3])[C:8]([N:10]1[CH2:14][C:13]([C:15]2[CH:20]=[C:19]([F:21])[CH:18]=[CH:17][C:16]=2[F:22])=[CH:12][C@H:11]1[C:23]1[CH:24]=[CH:25][CH:26]=[CH:27][CH:28]=1)=[O:9])([CH3:31])([CH3:32])[CH3:30]. (3) Given the reactants Br[C:2]1[C:6]2[CH:7]=[CH:8][CH:9]=[CH:10][C:5]=2[S:4][C:3]=1[CH2:11][N:12]([CH:25]1[CH2:27][CH2:26]1)[C:13]([C:15]1[C:16]([CH:22]([F:24])[F:23])=[N:17][N:18]([CH3:21])[C:19]=1[F:20])=[O:14].C(=O)([O-])[O-].[Na+].[Na+].CC1(C)C(C)(C)OB([C:42]2[C:46]3[CH:47]=[CH:48][CH:49]=[CH:50][C:45]=3[O:44][CH:43]=2)O1.ClCCl, predict the reaction product. The product is: [O:44]1[C:45]2[CH:50]=[CH:49][CH:48]=[CH:47][C:46]=2[C:42]([C:2]2[C:6]3[CH:7]=[CH:8][CH:9]=[CH:10][C:5]=3[S:4][C:3]=2[CH2:11][N:12]([CH:25]2[CH2:27][CH2:26]2)[C:13]([C:15]2[C:16]([CH:22]([F:24])[F:23])=[N:17][N:18]([CH3:21])[C:19]=2[F:20])=[O:14])=[CH:43]1.